This data is from Forward reaction prediction with 1.9M reactions from USPTO patents (1976-2016). The task is: Predict the product of the given reaction. (1) Given the reactants [N+:1]([C:4]1[CH:12]=[CH:11][C:10]([O:13][CH3:14])=[CH:9][C:5]=1[C:6]([OH:8])=[O:7])([O-])=O, predict the reaction product. The product is: [CH3:14][O:13][C:10]1[CH:9]=[C:5]([C:6]([OH:8])=[O:7])[C:4]([NH2:1])=[CH:12][CH:11]=1. (2) Given the reactants [CH2:1]([O:3][C:4]1[CH:9]=[CH:8][C:7]([NH:10][C:11]2[C:16]([NH2:17])=[CH:15][N:14]=[C:13]([NH:18][C:19]3[CH:20]=[N:21][N:22]([CH:24]4[CH2:29][CH2:28][N:27]([CH3:30])[CH2:26][CH2:25]4)[CH:23]=3)[N:12]=2)=[CH:6][CH:5]=1)[CH3:2].[C:31](O)(=O)[CH3:32], predict the reaction product. The product is: [CH2:1]([O:3][C:4]1[CH:5]=[CH:6][C:7]([N:10]2[C:31]([CH3:32])=[N:17][C:16]3[C:11]2=[N:12][C:13]([NH:18][C:19]2[CH:20]=[N:21][N:22]([CH:24]4[CH2:29][CH2:28][N:27]([CH3:30])[CH2:26][CH2:25]4)[CH:23]=2)=[N:14][CH:15]=3)=[CH:8][CH:9]=1)[CH3:2]. (3) Given the reactants [CH3:1][C:2]1[C:7]([OH:8])=[C:6]([CH:9]=O)[C:5]([CH2:11][OH:12])=[CH:4][N:3]=1.Cl.[C:14]([NH:18][S:19]([C:22]1[C:23]([C:28]2[CH:33]=[CH:32][C:31]([NH2:34])=[C:30]([F:35])[CH:29]=2)=[CH:24][CH:25]=[CH:26][CH:27]=1)(=[O:21])=[O:20])([CH3:17])([CH3:16])[CH3:15], predict the reaction product. The product is: [C:14]([NH:18][S:19]([C:22]1[C:23]([C:28]2[CH:33]=[CH:32][C:31]([NH:34][CH2:9][C:6]3[C:5]([CH2:11][OH:12])=[CH:4][N:3]=[C:2]([CH3:1])[C:7]=3[OH:8])=[C:30]([F:35])[CH:29]=2)=[CH:24][CH:25]=[CH:26][CH:27]=1)(=[O:21])=[O:20])([CH3:17])([CH3:15])[CH3:16]. (4) Given the reactants [CH3:1][Si:2]([C:5]#[CH:6])([CH3:4])[CH3:3].[Br:7][C:8]1[CH:9]=[N:10][CH:11]=[C:12](I)[CH:13]=1, predict the reaction product. The product is: [Br:7][C:8]1[CH:9]=[N:10][CH:11]=[C:12]([C:6]#[C:5][Si:2]([CH3:4])([CH3:3])[CH3:1])[CH:13]=1. (5) Given the reactants [Cl:1][C:2]1[CH:7]=[C:6]([Cl:8])[CH:5]=[CH:4][C:3]=1[CH2:9][O:10][C@@H:11]1[C@@H:17]([CH2:18][O:19][CH2:20][C:21]2[CH:26]=[CH:25][C:24]([Cl:27])=[CH:23][C:22]=2[Cl:28])[O:16][C@H:13](OC)[C@:12]1([CH3:30])[OH:29].Br.[Na].[NH2:33][C:34]1[NH:39][C:38]2=[N:40][CH:41]=[C:42]([CH3:43])[C:37]2=[C:36]([Cl:44])[N:35]=1.C(#N)C, predict the reaction product. The product is: [NH2:33][C:34]1[N:35]=[C:36]([Cl:44])[C:37]2[C:42]([CH3:43])=[CH:41][N:40]([C@@H:13]3[O:16][C@H:17]([CH2:18][O:19][CH2:20][C:21]4[CH:26]=[CH:25][C:24]([Cl:27])=[CH:23][C:22]=4[Cl:28])[C@@H:11]([O:10][CH2:9][C:3]4[CH:4]=[CH:5][C:6]([Cl:8])=[CH:7][C:2]=4[Cl:1])[C@@:12]3([CH3:30])[OH:29])[C:38]=2[N:39]=1.